This data is from Full USPTO retrosynthesis dataset with 1.9M reactions from patents (1976-2016). The task is: Predict the reactants needed to synthesize the given product. (1) Given the product [CH3:1][O:2][C:3](=[O:32])[CH2:4][C:5]1[CH:10]=[CH:9][C:8]([CH2:11][N:12]([CH2:13][CH2:14][CH2:15][N:16]2[C:24](=[O:25])[NH:23][C:22]3[C:17]2=[N:18][C:19]([O:27][CH2:28][CH2:29][CH2:30][CH3:31])=[N:20][C:21]=3[NH2:26])[C:37](=[O:38])[CH2:36][N:35]([CH3:40])[CH3:34])=[CH:7][CH:6]=1, predict the reactants needed to synthesize it. The reactants are: [CH3:1][O:2][C:3](=[O:32])[CH2:4][C:5]1[CH:10]=[CH:9][C:8]([CH2:11][NH:12][CH2:13][CH2:14][CH2:15][N:16]2[C:24](=[O:25])[NH:23][C:22]3[C:17]2=[N:18][C:19]([O:27][CH2:28][CH2:29][CH2:30][CH3:31])=[N:20][C:21]=3[NH2:26])=[CH:7][CH:6]=1.Cl.[CH3:34][N:35]([CH3:40])[CH2:36][C:37](Cl)=[O:38].C(N(CC)CC)C. (2) The reactants are: Cl[C:2]1[C:11]2[C:6](=[CH:7][CH:8]=[CH:9][CH:10]=2)[C:5]([CH2:12][C:13]2[CH:18]=[CH:17][N:16]=[CH:15][CH:14]=2)=[N:4][N:3]=1.[NH2:19][C:20]1[CH:25]=[CH:24][C:23]([OH:26])=[CH:22][CH:21]=1. Given the product [OH:26][C:23]1[CH:24]=[CH:25][C:20]([NH:19][C:2]2[C:11]3[C:6](=[CH:7][CH:8]=[CH:9][CH:10]=3)[C:5]([CH2:12][C:13]3[CH:18]=[CH:17][N:16]=[CH:15][CH:14]=3)=[N:4][N:3]=2)=[CH:21][CH:22]=1, predict the reactants needed to synthesize it. (3) The reactants are: [C:1]([O:7][CH3:8])(=[O:6])/[C:2](=[CH:4]/[CH3:5])/[CH3:3].C1C(=O)N([Br:16])C(=O)C1.C(OOC(=O)C1C=CC=CC=1)(=O)C1C=CC=CC=1. Given the product [Br:16][CH2:5]/[CH:4]=[C:2](\[CH3:3])/[C:1]([O:7][CH3:8])=[O:6], predict the reactants needed to synthesize it. (4) Given the product [C:32]([C:31]1([NH:34][C:17]([C@@H:15]2[CH2:16][C@@H:12]([S:9]([C:3]3[CH:4]=[CH:5][C:6]([Br:8])=[CH:7][C:2]=3[Cl:1])(=[O:10])=[O:11])[CH2:13][C@H:14]2[C:20]([N:22]2[CH2:26][CH2:25][C:24]([F:27])([F:28])[CH2:23]2)=[O:21])=[O:19])[CH2:29][CH2:30]1)#[N:33], predict the reactants needed to synthesize it. The reactants are: [Cl:1][C:2]1[CH:7]=[C:6]([Br:8])[CH:5]=[CH:4][C:3]=1[S:9]([C@@H:12]1[CH2:16][C@@H:15]([C:17]([OH:19])=O)[C@H:14]([C:20]([N:22]2[CH2:26][CH2:25][C:24]([F:28])([F:27])[CH2:23]2)=[O:21])[CH2:13]1)(=[O:11])=[O:10].[CH2:29]1[C:31]([NH2:34])([C:32]#[N:33])[CH2:30]1.Cl. (5) Given the product [CH2:42]([S:44]([OH:47])(=[O:46])=[O:45])[CH3:43].[F:1][C:2]1[CH:7]=[C:6]([O:8][C:9]2[CH:14]=[CH:13][N:12]=[C:11]([NH:15][C:16]([N:18]3[CH2:19][CH:20]([OH:22])[CH2:21]3)=[O:17])[CH:10]=2)[C:5]([F:23])=[CH:4][C:3]=1[NH:24][C:25]([CH2:27][C:28]1([CH2:31][C:32]([NH:34][C:35]2[CH:36]=[CH:37][C:38]([F:41])=[CH:39][CH:40]=2)=[O:33])[CH2:30][CH2:29]1)=[O:26], predict the reactants needed to synthesize it. The reactants are: [F:1][C:2]1[CH:7]=[C:6]([O:8][C:9]2[CH:14]=[CH:13][N:12]=[C:11]([NH:15][C:16]([N:18]3[CH2:21][CH:20]([OH:22])[CH2:19]3)=[O:17])[CH:10]=2)[C:5]([F:23])=[CH:4][C:3]=1[NH:24][C:25]([CH2:27][C:28]1([CH2:31][C:32]([NH:34][C:35]2[CH:40]=[CH:39][C:38]([F:41])=[CH:37][CH:36]=2)=[O:33])[CH2:30][CH2:29]1)=[O:26].[CH2:42]([S:44]([OH:47])(=[O:46])=[O:45])[CH3:43]. (6) Given the product [Cl:1][C:2]1[C:10]2[C:5]([NH:6][CH:7]=[N:8][C:9]=2[N:11]2[CH2:16][CH2:15][CH:14]([NH:17][C:18](=[O:25])[C:19]3[CH:24]=[CH:23][CH:22]=[CH:21][CH:20]=3)[CH2:13][CH2:12]2)=[N:4][CH:3]=1, predict the reactants needed to synthesize it. The reactants are: [Cl:1][C:2]1[C:10]2[C:9]([N:11]3[CH2:16][CH2:15][CH:14]([NH:17][C:18](=[O:25])[C:19]4[CH:24]=[CH:23][CH:22]=[CH:21][CH:20]=4)[CH2:13][CH2:12]3)=[N:8][CH:7]=[N:6][C:5]=2[N:4](S(C2C=CC=CC=2)(=O)=O)[CH:3]=1.C[O-].[Na+]. (7) Given the product [O:17]1[CH:18]=[CH:19][CH:20]=[C:16]1[C:14]1[N:15]=[C:11]([NH:10][C:8]([C:5]2[CH:6]=[CH:7][C:2]([N:27]3[CH2:32][CH2:31][O:30][CH2:29][CH2:28]3)=[N:3][CH:4]=2)=[O:9])[S:12][C:13]=1[N:21]1[CH2:26][CH2:25][O:24][CH2:23][CH2:22]1, predict the reactants needed to synthesize it. The reactants are: Cl[C:2]1[CH:7]=[CH:6][C:5]([C:8]([NH:10][C:11]2[S:12][C:13]([N:21]3[CH2:26][CH2:25][O:24][CH2:23][CH2:22]3)=[C:14]([C:16]3[O:17][CH:18]=[CH:19][CH:20]=3)[N:15]=2)=[O:9])=[CH:4][N:3]=1.[NH:27]1[CH2:32][CH2:31][O:30][CH2:29][CH2:28]1.